Dataset: Full USPTO retrosynthesis dataset with 1.9M reactions from patents (1976-2016). Task: Predict the reactants needed to synthesize the given product. (1) The reactants are: [CH2:1]([Li])[CH2:2][CH2:3][CH3:4].[Br-].[F:7][C:8]1[CH:9]=[CH:10][C:11]([O:34][CH2:35][C:36]2[CH:41]=[CH:40][C:39]([C:42]3[CH:47]=[CH:46][C:45]([C:48]([F:51])([F:50])[F:49])=[CH:44][CH:43]=3)=[CH:38][CH:37]=2)=C(C=1)C[P+](C1C=CC=CC=1)(C1C=CC=CC=1)C1C=CC=CC=1.[F:52][C:53]1[CH:54]=[C:55]([CH2:71][CH:72](C=O)[CH2:73][CH2:74][CH2:75][CH2:76][C:77]([O:79][CH2:80][CH3:81])=[O:78])[CH:56]=[C:57]([F:70])[C:58]=1[O:59][Si:60]([CH:67]([CH3:69])[CH3:68])([CH:64]([CH3:66])[CH3:65])[CH:61]([CH3:63])[CH3:62].[Cl-].[NH4+]. Given the product [F:52][C:53]1[CH:54]=[C:55]([CH:56]=[C:57]([F:70])[C:58]=1[O:59][Si:60]([CH:61]([CH3:62])[CH3:63])([CH:67]([CH3:68])[CH3:69])[CH:64]([CH3:65])[CH3:66])[CH2:71][CH:72]([CH:4]=[CH:3][C:2]1[CH:1]=[C:8]([F:7])[CH:9]=[CH:10][C:11]=1[O:34][CH2:35][C:36]1[CH:41]=[CH:40][C:39]([C:42]2[CH:47]=[CH:46][C:45]([C:48]([F:49])([F:50])[F:51])=[CH:44][CH:43]=2)=[CH:38][CH:37]=1)[CH2:73][CH2:74][CH2:75][CH2:76][C:77]([O:79][CH2:80][CH3:81])=[O:78], predict the reactants needed to synthesize it. (2) Given the product [C:1]([O:5][C:6]([N:8]1[CH2:13][CH2:12][CH:11]([CH:14]2[O:23][C:17]3=[CH:18][N:19]=[C:20]([C:29]4[CH:28]=[CH:27][N:26]=[C:25]([F:24])[CH:30]=4)[CH:21]=[C:16]3[CH2:15]2)[CH2:10][CH2:9]1)=[O:7])([CH3:4])([CH3:3])[CH3:2], predict the reactants needed to synthesize it. The reactants are: [C:1]([O:5][C:6]([N:8]1[CH2:13][CH2:12][CH:11]([CH:14]2[O:23][C:17]3=[CH:18][N:19]=[C:20](Cl)[CH:21]=[C:16]3[CH2:15]2)[CH2:10][CH2:9]1)=[O:7])([CH3:4])([CH3:3])[CH3:2].[F:24][C:25]1[CH:30]=[C:29](B(O)O)[CH:28]=[CH:27][N:26]=1. (3) Given the product [O:8]1[C:12]2[CH:13]=[CH:14][C:15]([NH:17][C:18]3[CH:30]=[C:29]([C:31]4[CH:36]=[CH:35][CH:34]=[C:33]([Cl:37])[CH:32]=4)[CH:28]=[CH:27][C:19]=3[C:20]([OH:22])=[O:21])=[CH:16][C:11]=2[O:10][CH2:9]1, predict the reactants needed to synthesize it. The reactants are: FC(F)(F)C(O)=O.[O:8]1[C:12]2[CH:13]=[CH:14][C:15]([NH:17][C:18]3[CH:30]=[C:29]([C:31]4[CH:36]=[CH:35][CH:34]=[C:33]([Cl:37])[CH:32]=4)[CH:28]=[CH:27][C:19]=3[C:20]([O:22]C(C)(C)C)=[O:21])=[CH:16][C:11]=2[O:10][CH2:9]1. (4) Given the product [N:13]1([C:24]([O:26][C:27]([CH3:29])([CH3:28])[CH3:30])=[O:25])[CH2:14][CH2:15][C:16]([C:32]([O:34][CH2:35][CH3:36])=[O:33])([C:19]([O:21][CH2:22][CH3:23])=[O:20])[CH2:17][CH2:18]1, predict the reactants needed to synthesize it. The reactants are: N(C(C)C)C(C)C.C([Li])CCC.[N:13]1([C:24]([O:26][C:27]([CH3:30])([CH3:29])[CH3:28])=[O:25])[CH2:18][CH2:17][CH:16]([C:19]([O:21][CH2:22][CH3:23])=[O:20])[CH2:15][CH2:14]1.Cl[C:32]([O:34][CH2:35][CH3:36])=[O:33]. (5) Given the product [Br:10][C:11]1[CH:12]=[CH:13][C:14]([O:7][CH:4]2[CH2:5][CH2:6][O:1][CH2:2][CH2:3]2)=[C:15]([CH:18]=1)[C:16]#[N:17], predict the reactants needed to synthesize it. The reactants are: [O:1]1[CH2:6][CH2:5][CH:4]([OH:7])[CH2:3][CH2:2]1.[H-].[Na+].[Br:10][C:11]1[CH:12]=[CH:13][C:14](F)=[C:15]([CH:18]=1)[C:16]#[N:17].